Dataset: Human intestinal absorption (HIA) binary classification data from Hou et al.. Task: Regression/Classification. Given a drug SMILES string, predict its absorption, distribution, metabolism, or excretion properties. Task type varies by dataset: regression for continuous measurements (e.g., permeability, clearance, half-life) or binary classification for categorical outcomes (e.g., BBB penetration, CYP inhibition). Dataset: hia_hou. (1) The compound is CCN(CC)CCOC(=O)[C@H](Cc1ccc2ccccc2c1)C[C@H]1CCCO1. The result is 1 (good absorption). (2) The drug is CC[C@]1(c2cccc(O)c2)CCCCN(C)C1. The result is 1 (good absorption). (3) The drug is COc1ccc2c3c1O[C@@H]1C(=O)CC[C@]4(O)[C@H](C2)N(C)CC[C@@]314. The result is 1 (good absorption). (4) The molecule is CC[C@@H](C(=O)O)c1ccc(N2Cc3ccccc3C2=O)cc1. The result is 1 (good absorption).